From a dataset of Cav3 T-type calcium channel HTS with 100,875 compounds. Binary Classification. Given a drug SMILES string, predict its activity (active/inactive) in a high-throughput screening assay against a specified biological target. The compound is S(c1n(Cc2ccccc2)c(nn1)c1sccc1)CC(=O)c1cc2NC(=O)COc2cc1. The result is 0 (inactive).